Dataset: Reaction yield outcomes from USPTO patents with 853,638 reactions. Task: Predict the reaction yield, written as a fraction of the theoretical maximum amount of product (1.0 means a 100% yield; for example, 0.34 means a 34% yield). (1) The reactants are [OH:1][C:2]1[C:7]([CH:8]([CH3:10])[CH3:9])=[C:6]([CH3:11])[N:5]=[C:4](S)[N:3]=1. The catalyst is OO. The product is [OH:1][C:2]1[C:7]([CH:8]([CH3:9])[CH3:10])=[C:6]([CH3:11])[N:5]=[CH:4][N:3]=1. The yield is 0.380. (2) The reactants are [C:1]1(=[O:14])[C:6]2[CH:7]=[C:8]3[N:13]([C:5]=2[CH:4]=[CH:3][NH:2]1)[CH2:12][CH2:11][CH2:10][CH2:9]3.Br[C:16]1[N:23]=[CH:22][CH:21]=[C:20]([Cl:24])[C:17]=1[CH:18]=[O:19].COC1C2C(=C3C(=CC=2)C(OC)=CC=N3)N=CC=1.C([O-])([O-])=O.[K+].[K+]. The catalyst is [Cu]I.O1CCOCC1. The product is [Cl:24][C:20]1[C:17]([CH:18]=[O:19])=[C:16]([N:2]2[CH:3]=[CH:4][C:5]3[N:13]4[C:8]([CH2:9][CH2:10][CH2:11][CH2:12]4)=[CH:7][C:6]=3[C:1]2=[O:14])[N:23]=[CH:22][CH:21]=1. The yield is 0.210.